From a dataset of Reaction yield outcomes from USPTO patents with 853,638 reactions. Predict the reaction yield, written as a fraction of the theoretical maximum amount of product (1.0 means a 100% yield; for example, 0.34 means a 34% yield). The reactants are [Br:1][C:2]1[CH:7]=[CH:6][C:5](Br)=[CH:4][N:3]=1.CCCCCC.C([Li])CCC.[CH3:20][O:21][CH2:22][C:23](OC)=[O:24].Cl. The catalyst is C(OCC)C. The product is [Br:1][C:2]1[N:3]=[CH:4][C:5]([C:23](=[O:24])[CH2:22][O:21][CH3:20])=[CH:6][CH:7]=1. The yield is 0.330.